From a dataset of Forward reaction prediction with 1.9M reactions from USPTO patents (1976-2016). Predict the product of the given reaction. (1) Given the reactants [H-].[Na+].[CH:3]1([C:6]2[C:11](O)=[C:10]([O:13][CH2:14][CH3:15])[N:9]=[C:8]([CH:16]=[O:17])[CH:7]=2)[CH2:5][CH2:4]1.[CH2:18]1[CH2:22]O[CH2:20][CH2:19]1.C1C=CC(N(S([C:40]([F:43])(F)F)(=O)=O)S(C(F)(F)F)(=O)=O)=CC=1.[C:44](OCC)(=O)C, predict the reaction product. The product is: [CH:3]1([C:6]2[C:11]([C:18]3[CH:22]=[CH:44][C:40]([F:43])=[CH:20][CH:19]=3)=[C:10]([O:13][CH2:14][CH3:15])[N:9]=[C:8]([CH:16]=[O:17])[CH:7]=2)[CH2:5][CH2:4]1. (2) The product is: [F:15][C:9]([F:14])([CH2:10][CH2:11][CH2:12][CH3:13])[C:8](=[O:16])/[CH:7]=[CH:29]/[C@@H:28]1[C@@H:23]2[C@@H:24]([O:25][C:21](=[O:20])[CH2:22]2)[CH2:26][C@H:27]1[O:31][CH2:32][C:33]1[CH:38]=[CH:37][CH:36]=[CH:35][CH:34]=1. Given the reactants COP([CH2:7][C:8](=[O:16])[C:9]([F:15])([F:14])[CH2:10][CH2:11][CH2:12][CH3:13])(=O)OC.O[Li].O.[O:20]=[C:21]1[O:25][C@H:24]2[CH2:26][C@@H:27]([O:31][CH2:32][C:33]3[CH:38]=[CH:37][CH:36]=[CH:35][CH:34]=3)[C@H:28]([CH:29]=O)[C@H:23]2[CH2:22]1.[NH4+].[Cl-], predict the reaction product. (3) The product is: [NH2:1][C:2]1[N:7]=[C:6]([C:8]([NH:10][CH2:11][C:12]2[N:13]([CH3:24])[CH:14]=[CH:15][N:16]=2)=[O:9])[CH:5]=[C:4]([C:17]2[O:18][CH:19]=[CH:20][CH:21]=2)[N:3]=1. Given the reactants [NH2:1][C:2]1[N:7]=[C:6]([C:8]([NH:10][CH2:11][C:12]2[NH:13][CH:14]=[CH:15][N:16]=2)=[O:9])[CH:5]=[C:4]([C:17]2[O:18][CH:19]=[CH:20][CH:21]=2)[N:3]=1.[H-].[Na+].[CH3:24]I.O, predict the reaction product. (4) Given the reactants [CH3:1][O:2][C:3]([C:5]1[C:10]([OH:11])=[CH:9][CH:8]=[CH:7][N:6]=1)=[O:4].[H-].[Na+].FC(F)(F)S(O[CH2:20][C:21]([F:24])([F:23])[F:22])(=O)=O, predict the reaction product. The product is: [CH3:1][O:2][C:3]([C:5]1[C:10]([O:11][CH2:20][C:21]([F:24])([F:23])[F:22])=[CH:9][CH:8]=[CH:7][N:6]=1)=[O:4]. (5) Given the reactants Br[C:2]1[CH:3]=[N:4][C:5]([NH:8][CH2:9][C:10]([C:13]2[CH:18]=[CH:17][C:16]([F:19])=[CH:15][CH:14]=2)([CH3:12])[CH3:11])=[N:6][CH:7]=1.[C:20]([C:22]1[CH:23]=[C:24](B(O)O)[CH:25]=[CH:26][C:27]=1[F:28])#[N:21].C(=O)([O-])[O-].[K+].[K+], predict the reaction product. The product is: [F:28][C:27]1[CH:26]=[CH:25][C:24]([C:2]2[CH:3]=[N:4][C:5]([NH:8][CH2:9][C:10]([C:13]3[CH:18]=[CH:17][C:16]([F:19])=[CH:15][CH:14]=3)([CH3:12])[CH3:11])=[N:6][CH:7]=2)=[CH:23][C:22]=1[C:20]#[N:21]. (6) Given the reactants [Cl:1][C:2]1[CH:3]=[C:4]2[C:8](=[CH:9][CH:10]=1)[N:7]([C:11]1[N:15]([CH3:16])[N:14]=[C:13]([CH3:17])[C:12]=1/[CH:18]=[CH:19]/[C:20]([NH:22][S:23]([N:26]1[CH2:31][CH2:30][C:29](=[O:32])[CH2:28][CH2:27]1)(=[O:25])=[O:24])=[O:21])[CH:6]=[CH:5]2.O1CCCC1.CO.[BH4-].[Na+], predict the reaction product. The product is: [Cl:1][C:2]1[CH:3]=[C:4]2[C:8](=[CH:9][CH:10]=1)[N:7]([C:11]1[N:15]([CH3:16])[N:14]=[C:13]([CH3:17])[C:12]=1/[CH:18]=[CH:19]/[C:20]([NH:22][S:23]([N:26]1[CH2:27][CH2:28][CH:29]([OH:32])[CH2:30][CH2:31]1)(=[O:25])=[O:24])=[O:21])[CH:6]=[CH:5]2. (7) The product is: [NH2:2][C:3]([C:6]1[N:11]=[C:10]([C:12]#[N:13])[CH:9]=[CH:8][CH:7]=1)([CH3:4])[CH3:5]. Given the reactants Cl.[NH2:2][C:3]([C:6]1[N:11]=[C:10]([C:12]#[N:13])[CH:9]=[CH:8][CH:7]=1)([CH3:5])[CH3:4].C(=O)(O)[O-].[Na+], predict the reaction product. (8) Given the reactants Br[C:2]1[CH:11]=[C:10]([C:12](=[O:36])[NH:13][C@@:14]2([C:24]3[CH:29]=[CH:28][C:27]([O:30][C:31]([F:34])([F:33])[F:32])=[C:26]([F:35])[CH:25]=3)[C:19]3=[N:20][CH:21]=[CH:22][CH:23]=[C:18]3[O:17][CH2:16][CH2:15]2)[CH:9]=[CH:8][C:3]=1[C:4]([O:6][CH3:7])=[O:5].[C:37]1(B(O)O)[CH:42]=[CH:41][CH:40]=[CH:39][CH:38]=1.C([O-])([O-])=O.[Na+].[Na+], predict the reaction product. The product is: [F:35][C:26]1[CH:25]=[C:24]([C@:14]2([NH:13][C:12]([C:10]3[CH:11]=[C:2]([C:37]4[CH:42]=[CH:41][CH:40]=[CH:39][CH:38]=4)[C:3]([C:4]([O:6][CH3:7])=[O:5])=[CH:8][CH:9]=3)=[O:36])[C:19]3=[N:20][CH:21]=[CH:22][CH:23]=[C:18]3[O:17][CH2:16][CH2:15]2)[CH:29]=[CH:28][C:27]=1[O:30][C:31]([F:33])([F:34])[F:32]. (9) Given the reactants Br[C:2]1[N:7]=[C:6]([C:8]([CH3:13])([CH3:12])[C:9]([NH2:11])=[O:10])[CH:5]=[CH:4][CH:3]=1.[NH2:14][C:15]1[S:16][C:17]([C:23]2[C:28]([F:29])=[CH:27][C:26]([C:30]([OH:33])([CH3:32])[CH3:31])=[CH:25][C:24]=2[F:34])=[CH:18][C:19]=1[C:20]([NH2:22])=[O:21], predict the reaction product. The product is: [NH2:11][C:9](=[O:10])[C:8]([C:6]1[N:7]=[C:2]([NH:14][C:15]2[S:16][C:17]([C:23]3[C:24]([F:34])=[CH:25][C:26]([C:30]([OH:33])([CH3:31])[CH3:32])=[CH:27][C:28]=3[F:29])=[CH:18][C:19]=2[C:20]([NH2:22])=[O:21])[CH:3]=[CH:4][CH:5]=1)([CH3:13])[CH3:12]. (10) Given the reactants [CH3:1][N:2]1[CH:6]=[C:5]([C:7]([OH:9])=O)[N:4]=[CH:3]1.C[NH3+].F[P-](F)(F)(F)(F)F.N1(OC(N(C)C)=[N+](C)C)C2N=CC=CC=2N=N1.F[P-](F)(F)(F)(F)F.C(N(C(C)C)CC)(C)C.[Br:52][C:53]1[CH:58]=[C:57]([CH2:59][NH:60][CH:61]2[CH2:64][CH2:63][CH2:62]2)[CH:56]=[CH:55][N:54]=1, predict the reaction product. The product is: [Br:52][C:53]1[CH:58]=[C:57]([CH2:59][N:60]([CH:61]2[CH2:62][CH2:63][CH2:64]2)[C:7]([C:5]2[N:4]=[CH:3][N:2]([CH3:1])[CH:6]=2)=[O:9])[CH:56]=[CH:55][N:54]=1.